From a dataset of Catalyst prediction with 721,799 reactions and 888 catalyst types from USPTO. Predict which catalyst facilitates the given reaction. Reactant: [F:1][C:2]1[CH:3]=[C:4]([CH:8]=[CH:9][C:10]=1[F:11])[C:5]([OH:7])=O.C(Cl)(=O)C(Cl)=O.Cl.[NH:19]1[CH2:22][CH2:21][CH2:20]1.C(N(CC)CC)C.Cl. Product: [F:1][C:2]1[CH:3]=[C:4]([CH:8]=[CH:9][C:10]=1[F:11])[C:5]([N:19]1[CH2:22][CH2:21][CH2:20]1)=[O:7]. The catalyst class is: 120.